Dataset: Full USPTO retrosynthesis dataset with 1.9M reactions from patents (1976-2016). Task: Predict the reactants needed to synthesize the given product. Given the product [CH3:1][C:2]1[CH:7]=[CH:6][C:5]([S:8]([O:11][CH2:12][CH:13]2[O:18][C:17]3[CH:19]=[C:20]([NH2:24])[C:21]([F:23])=[CH:22][C:16]=3[O:15][CH2:14]2)(=[O:10])=[O:9])=[CH:4][CH:3]=1, predict the reactants needed to synthesize it. The reactants are: [CH3:1][C:2]1[CH:7]=[CH:6][C:5]([S:8]([O:11][CH2:12][C@H:13]2[O:18][C:17]3[CH:19]=[C:20]([N+:24]([O-])=O)[C:21]([F:23])=[CH:22][C:16]=3[O:15][CH2:14]2)(=[O:10])=[O:9])=[CH:4][CH:3]=1.Cl.[H][H].